From a dataset of NCI-60 drug combinations with 297,098 pairs across 59 cell lines. Regression. Given two drug SMILES strings and cell line genomic features, predict the synergy score measuring deviation from expected non-interaction effect. Drug 1: C1=NC2=C(N=C(N=C2N1C3C(C(C(O3)CO)O)O)F)N. Drug 2: C1=CN(C=N1)CC(O)(P(=O)(O)O)P(=O)(O)O. Cell line: A549. Synergy scores: CSS=-1.58, Synergy_ZIP=2.73, Synergy_Bliss=3.06, Synergy_Loewe=0.0504, Synergy_HSA=-0.578.